This data is from Full USPTO retrosynthesis dataset with 1.9M reactions from patents (1976-2016). The task is: Predict the reactants needed to synthesize the given product. (1) Given the product [C:17]([C:19]1([C:22]([N:6]2[CH2:7][CH:8]([NH:9][C:10](=[O:16])[O:11][C:12]([CH3:13])([CH3:15])[CH3:14])[C:4]3([CH2:1][CH2:2][CH2:3]3)[CH2:5]2)=[O:23])[CH2:21][CH2:20]1)#[N:18], predict the reactants needed to synthesize it. The reactants are: [CH2:1]1[C:4]2([CH:8]([NH:9][C:10](=[O:16])[O:11][C:12]([CH3:15])([CH3:14])[CH3:13])[CH2:7][NH:6][CH2:5]2)[CH2:3][CH2:2]1.[C:17]([C:19]1([C:22](O)=[O:23])[CH2:21][CH2:20]1)#[N:18].C(Cl)CCl.C1C=CC2N(O)N=NC=2C=1.CCN(C(C)C)C(C)C. (2) Given the product [F:23][C:24]1[CH:29]=[CH:28][C:27]([C:2]2[CH:3]=[C:4]3[C:9](=[CH:10][CH:11]=2)[CH:8]=[C:7]([S:12]([C:15]2[CH:22]=[CH:21][CH:20]=[CH:19][C:16]=2[C:17]#[N:18])(=[O:14])=[O:13])[CH:6]=[CH:5]3)=[CH:26][CH:25]=1, predict the reactants needed to synthesize it. The reactants are: Br[C:2]1[CH:3]=[C:4]2[C:9](=[CH:10][CH:11]=1)[CH:8]=[C:7]([S:12]([C:15]1[CH:22]=[CH:21][CH:20]=[CH:19][C:16]=1[C:17]#[N:18])(=[O:14])=[O:13])[CH:6]=[CH:5]2.[F:23][C:24]1[CH:29]=[CH:28][C:27](B(O)O)=[CH:26][CH:25]=1. (3) The reactants are: Br[C:2]1[CH:3]=[C:4]([C:14]([NH:16][CH2:17][C:18]2[C:19](=[O:26])[NH:20][C:21]([CH3:25])=[CH:22][C:23]=2[CH3:24])=[O:15])[C:5]2[CH:6]=[N:7][N:8]([CH:11]([CH3:13])[CH3:12])[C:9]=2[CH:10]=1.[F:27][C:28]([F:39])([F:38])[C:29]1[CH:34]=[CH:33][CH:32]=[CH:31][C:30]=1B(O)O.C(=O)(O)[O-].[Na+].O. Given the product [CH3:24][C:23]1[CH:22]=[C:21]([CH3:25])[NH:20][C:19](=[O:26])[C:18]=1[CH2:17][NH:16][C:14]([C:4]1[C:5]2[CH:6]=[N:7][N:8]([CH:11]([CH3:13])[CH3:12])[C:9]=2[CH:10]=[C:2]([C:30]2[CH:31]=[CH:32][CH:33]=[CH:34][C:29]=2[C:28]([F:39])([F:38])[F:27])[CH:3]=1)=[O:15], predict the reactants needed to synthesize it. (4) The reactants are: [C:1]([N:4]1[C@@H:10]([CH3:11])[C@H:9]([NH:12][C:13](=[O:25])[C@@H:14]([N:16](C)[C:17](=O)OC(C)(C)C)[CH3:15])[C:8](=[O:26])[N:7]([CH2:27][C:28]2[C:37]3[C:32](=[CH:33][CH:34]=[CH:35][CH:36]=3)[N:31]=[CH:30][C:29]=2[CH:38]2[CH2:40][CH2:39]2)[C:6]2[CH:41]=[CH:42][C:43]([C:45]#[N:46])=[CH:44][C:5]1=2)(=[O:3])[CH3:2].[ClH:47]. Given the product [ClH:47].[ClH:47].[C:1]([N:4]1[C@@H:10]([CH3:11])[C@H:9]([NH:12][C:13](=[O:25])[C@@H:14]([NH:16][CH3:17])[CH3:15])[C:8](=[O:26])[N:7]([CH2:27][C:28]2[C:37]3[C:32](=[CH:33][CH:34]=[CH:35][CH:36]=3)[N:31]=[CH:30][C:29]=2[CH:38]2[CH2:39][CH2:40]2)[C:6]2[CH:41]=[CH:42][C:43]([C:45]#[N:46])=[CH:44][C:5]1=2)(=[O:3])[CH3:2], predict the reactants needed to synthesize it. (5) Given the product [N:17]1([CH2:22][CH:23]2[CH2:28][CH2:27][CH:26]([CH2:29][CH2:30][NH:31][C:14]([C:11]3[CH:10]=[CH:9][C:8]([C:5]4[CH:4]=[CH:3][C:2]([Cl:1])=[CH:7][CH:6]=4)=[CH:13][CH:12]=3)=[O:16])[CH2:25][CH2:24]2)[CH2:21][CH2:20][CH2:19][CH2:18]1, predict the reactants needed to synthesize it. The reactants are: [Cl:1][C:2]1[CH:7]=[CH:6][C:5]([C:8]2[CH:13]=[CH:12][C:11]([C:14]([OH:16])=O)=[CH:10][CH:9]=2)=[CH:4][CH:3]=1.[N:17]1([CH2:22][CH:23]2[CH2:28][CH2:27][CH:26]([CH2:29][CH2:30][NH2:31])[CH2:25][CH2:24]2)[CH2:21][CH2:20][CH2:19][CH2:18]1. (6) Given the product [C:1]([C:5]1[N:9]([CH2:10][CH:11]2[CH2:16][CH2:15][O:14][CH2:13][CH2:12]2)[C:8]2[CH:17]=[CH:18][C:19]([N:21]([CH3:22])[S:31]([C:28]3[CH:27]=[CH:26][C:25]([CH2:23][OH:24])=[CH:30][CH:29]=3)(=[O:33])=[O:32])=[CH:20][C:7]=2[N:6]=1)([CH3:4])([CH3:2])[CH3:3], predict the reactants needed to synthesize it. The reactants are: [C:1]([C:5]1[N:9]([CH2:10][CH:11]2[CH2:16][CH2:15][O:14][CH2:13][CH2:12]2)[C:8]2[CH:17]=[CH:18][C:19]([NH:21][CH3:22])=[CH:20][C:7]=2[N:6]=1)([CH3:4])([CH3:3])[CH3:2].[CH:23]([C:25]1[CH:30]=[CH:29][C:28]([S:31](Cl)(=[O:33])=[O:32])=[CH:27][CH:26]=1)=[O:24].[BH3-]C#N.[Na+]. (7) Given the product [CH3:1][O:2][C:3]1[N:8]=[C:7]2[C:9]([CH3:12])=[CH:10][N:11]([NH2:16])[C:6]2=[CH:5][CH:4]=1, predict the reactants needed to synthesize it. The reactants are: [CH3:1][O:2][C:3]1[N:8]=[C:7]2[C:9]([CH3:12])=[CH:10][NH:11][C:6]2=[CH:5][CH:4]=1.[H-].[Na+].C[N:16](C=O)C. (8) Given the product [NH2:36][C@@H:13]([CH2:12][C:9]1[CH:10]=[CH:11][C:6]([O:5][C:1]([CH3:3])([CH3:2])[CH3:4])=[CH:7][CH:8]=1)[C:14]([N:16]([CH2:28][CH:29]([O:30][CH2:31][CH3:32])[O:33][CH2:34][CH3:35])[CH2:17][C:18]1[CH:19]=[CH:20][CH:21]=[C:22]2[C:27]=1[N:26]=[CH:25][CH:24]=[CH:23]2)=[O:15], predict the reactants needed to synthesize it. The reactants are: [C:1]([O:5][C:6]1[CH:11]=[CH:10][C:9]([CH2:12][C@H:13]([NH:36]C(=O)OCC2C3C=CC=CC=3C3C2=CC=CC=3)[C:14]([N:16]([CH2:28][CH:29]([O:33][CH2:34][CH3:35])[O:30][CH2:31][CH3:32])[CH2:17][C:18]2[CH:19]=[CH:20][CH:21]=[C:22]3[C:27]=2[N:26]=[CH:25][CH:24]=[CH:23]3)=[O:15])=[CH:8][CH:7]=1)([CH3:4])([CH3:3])[CH3:2].N1CCCCC1.